From a dataset of Full USPTO retrosynthesis dataset with 1.9M reactions from patents (1976-2016). Predict the reactants needed to synthesize the given product. (1) Given the product [CH3:19][O:20][C:21]1[CH:26]=[CH:25][CH:24]=[CH:23][C:22]=1[C:27]1[CH:32]=[CH:31][C:30]([C:6]([N:8]2[CH2:12][C:11](=[N:13][O:14][CH3:15])[CH2:10][C@H:9]2[C:16]([O:18][CH3:36])=[O:17])=[O:7])=[CH:29][CH:28]=1, predict the reactants needed to synthesize it. The reactants are: C(O[C:6]([N:8]1[CH2:12][C:11](=[N:13][O:14][CH3:15])[CH2:10][C@H:9]1[C:16]([OH:18])=[O:17])=[O:7])(C)(C)C.[CH3:19][O:20][C:21]1[CH:26]=[CH:25][CH:24]=[CH:23][C:22]=1[C:27]1[CH:32]=[CH:31][C:30](C(O)=O)=[CH:29][CH:28]=1.[CH3:36]O. (2) Given the product [N:62]1([CH2:61][CH2:60][NH:59][C:57]([C:53]2[C:54]3[C:49](=[CH:48][C:47]([O:46][C:42]4[CH:41]=[C:40]([NH:39][CH2:38][C:34]5[CH:35]=[N:30][CH:31]=[CH:32][CH:33]=5)[N:45]=[CH:44][N:43]=4)=[CH:56][CH:55]=3)[CH:50]=[CH:51][CH:52]=2)=[O:58])[CH2:67][CH2:66][O:65][CH2:64][CH2:63]1, predict the reactants needed to synthesize it. The reactants are: ClC1N=CN=C(OC2C=C3C(=CC=2)C(C(NCCN2CCOCC2)=O)=CC=C3)C=1.[N:30]1[CH:35]=[CH:34][C:33](CN)=[CH:32][CH:31]=1.[CH3:38][NH:39][C:40]1[N:45]=[CH:44][N:43]=[C:42]([O:46][C:47]2[CH:48]=[C:49]3[C:54](=[CH:55][CH:56]=2)[C:53]([C:57]([NH:59][CH2:60][CH2:61][N:62]2[CH2:67][CH2:66][O:65][CH2:64][CH2:63]2)=[O:58])=[CH:52][CH:51]=[CH:50]3)[CH:41]=1. (3) Given the product [Br:27][C:28]1[S:32][C:31]([CH:8]2[C:7]3[CH:16]=[C:17]([NH:20][S:21]([CH3:24])(=[O:22])=[O:23])[CH:18]=[CH:19][C:6]=3[C:5]3[C:10](=[CH:11][CH:12]=[CH:13][C:4]=3[O:3][CH:2]([F:25])[F:1])[O:9]2)=[CH:30][CH:29]=1, predict the reactants needed to synthesize it. The reactants are: [F:1][CH:2]([F:25])[O:3][C:4]1[CH:13]=[CH:12][CH:11]=[C:10]2[C:5]=1[C:6]1[CH:19]=[CH:18][C:17]([NH:20][S:21]([CH3:24])(=[O:23])=[O:22])=[CH:16][C:7]=1[CH:8](OC)[O:9]2.[Br-].[Br:27][C:28]1[S:32][C:31]([Zn+])=[CH:30][CH:29]=1.C([O-])(O)=O.[Na+]. (4) Given the product [F:1][C:2]1[CH:7]=[C:6]([N:8]2[CH2:12][C@H:11]([CH2:13][O:14][S:36]([CH3:35])(=[O:38])=[O:37])[O:10][C:9]2=[O:15])[CH:5]=[CH:4][C:3]=1[N:16]1[CH2:20][CH:19]2[CH2:21][C:22]3([CH2:27][CH:18]2[CH2:17]1)[O:26][CH2:25][CH2:24][O:23]3, predict the reactants needed to synthesize it. The reactants are: [F:1][C:2]1[CH:7]=[C:6]([N:8]2[CH2:12][C@H:11]([CH2:13][OH:14])[O:10][C:9]2=[O:15])[CH:5]=[CH:4][C:3]=1[N:16]1[CH2:20][CH:19]2[CH2:21][C:22]3([CH2:27][CH:18]2[CH2:17]1)[O:26][CH2:25][CH2:24][O:23]3.C(N(CC)CC)C.[CH3:35][S:36](Cl)(=[O:38])=[O:37]. (5) Given the product [Cl:1][C:2]1[CH:21]=[CH:20][CH:19]=[C:18]([CH3:22])[C:3]=1[CH2:4][O:5][C:6]1[CH:7]=[C:8]([CH2:12][C:13]([OH:15])=[O:14])[CH:9]=[CH:10][CH:11]=1, predict the reactants needed to synthesize it. The reactants are: [Cl:1][C:2]1[CH:21]=[CH:20][CH:19]=[C:18]([CH3:22])[C:3]=1[CH2:4][O:5][C:6]1[CH:7]=[C:8]([CH2:12][C:13]([O:15]CC)=[O:14])[CH:9]=[CH:10][CH:11]=1.[OH-].[Na+].Cl.